Dataset: Choline transporter screen with 302,306 compounds. Task: Binary Classification. Given a drug SMILES string, predict its activity (active/inactive) in a high-throughput screening assay against a specified biological target. (1) The result is 0 (inactive). The compound is O=C(NCCc1n(c2c(n1)cccc2)CC(C)=C)C(C)(C)C. (2) The compound is O(Cc1c(S(=O)c2c(cccc2)C(=O)NC)cccc1)C(=O)C. The result is 0 (inactive). (3) The drug is Brc1cc2C(=NC(OC(=O)CCCCCN)C(=O)Nc2cc1)c1c(Cl)cccc1. The result is 0 (inactive). (4) The drug is S(=O)(=O)(N1CCN(CC1)CC(=O)NC1CC1)c1ccc(F)cc1. The result is 0 (inactive). (5) The molecule is S(=O)(=O)(NN1C(=O)C(/SC1=S)=C/c1ccc(cc1)C)c1ccc(cc1)C. The result is 0 (inactive).